From a dataset of Forward reaction prediction with 1.9M reactions from USPTO patents (1976-2016). Predict the product of the given reaction. Given the reactants [CH3:1][C:2]1[C:6]2[C:7](=[O:20])[N:8]([CH2:12][CH2:13][N:14]3[CH2:19][CH2:18][CH2:17][CH2:16][CH2:15]3)[CH2:9][CH2:10][CH2:11][C:5]=2[NH:4][C:3]=1[CH:21]=O.[F:23][C:24]1[CH:25]=[C:26]2[C:30](=[CH:31][C:32]=1[NH:33][C:34](=[O:38])[CH2:35][O:36][CH3:37])[NH:29][C:28](=[O:39])[CH2:27]2, predict the reaction product. The product is: [F:23][C:24]1[CH:25]=[C:26]2[C:30](=[CH:31][C:32]=1[NH:33][C:34](=[O:38])[CH2:35][O:36][CH3:37])[NH:29][C:28](=[O:39])[C:27]2=[CH:21][C:3]1[NH:4][C:5]2[CH2:11][CH2:10][CH2:9][N:8]([CH2:12][CH2:13][N:14]3[CH2:15][CH2:16][CH2:17][CH2:18][CH2:19]3)[C:7](=[O:20])[C:6]=2[C:2]=1[CH3:1].